Dataset: Full USPTO retrosynthesis dataset with 1.9M reactions from patents (1976-2016). Task: Predict the reactants needed to synthesize the given product. (1) Given the product [CH3:12][C:13]1[CH:14]=[C:15]([N:1]2[CH2:2][CH2:3][CH:4]([C:5]([N:21]3[CH2:26][CH2:25][S:24][CH2:23][CH2:22]3)=[O:7])[CH2:10][CH2:11]2)[CH:16]=[CH:17][C:18]=1[CH3:19], predict the reactants needed to synthesize it. The reactants are: [NH:1]1[CH2:11][CH2:10][CH:4]([C:5]([O:7]CC)=O)[CH2:3][CH2:2]1.[CH3:12][C:13]1[CH:14]=[C:15](Br)[CH:16]=[CH:17][C:18]=1[CH3:19].[NH:21]1[CH2:26][CH2:25][S:24][CH2:23][CH2:22]1. (2) The reactants are: [OH:1][C:2]1[CH:21]=[CH:20][C:5]([C:6]([NH:8][C@H:9]2[CH2:14][CH2:13][CH2:12][CH2:11][C@H:10]2[C:15]([O:17][CH2:18][CH3:19])=[O:16])=[O:7])=[CH:4][CH:3]=1.C(=O)([O-])[O-].[K+].[K+].Cl.Cl[CH2:30][CH2:31][N:32]1[CH2:37][CH2:36][O:35][CH2:34][CH2:33]1. Given the product [N:32]1([CH2:31][CH2:30][O:1][C:2]2[CH:21]=[CH:20][C:5]([C:6]([NH:8][C@H:9]3[CH2:14][CH2:13][CH2:12][CH2:11][C@H:10]3[C:15]([O:17][CH2:18][CH3:19])=[O:16])=[O:7])=[CH:4][CH:3]=2)[CH2:37][CH2:36][O:35][CH2:34][CH2:33]1, predict the reactants needed to synthesize it. (3) Given the product [CH3:1][N:2]([CH3:8])[CH2:3][CH2:4][CH2:5][CH2:6][NH:7][CH2:9][CH2:10][CH3:11], predict the reactants needed to synthesize it. The reactants are: [CH3:1][N:2]([CH3:8])[CH2:3][CH2:4][CH2:5][CH2:6][NH2:7].[CH:9](=O)[CH2:10][CH3:11].[BH4-].[Na+]. (4) Given the product [Br:1][C:2]1[CH:3]=[C:4]([C:5]2[O:6][CH:22]=[N:21][CH:20]=2)[CH:7]=[CH:8][CH:9]=1, predict the reactants needed to synthesize it. The reactants are: [Br:1][C:2]1[CH:3]=[C:4]([CH:7]=[CH:8][CH:9]=1)[CH:5]=[O:6].CC1C=CC(S([CH2:20][N+:21]#[C-:22])(=O)=O)=CC=1.C(=O)([O-])[O-].[K+].[K+]. (5) Given the product [CH3:15][O:16][C:17](=[O:26])[CH:18]([N:10]1[C:11]2[C:7](=[CH:6][CH:5]=[C:4]([F:3])[CH:12]=2)[C:8](=[O:14])[C:9]1=[O:13])[CH2:19][CH:20]1[CH2:21][CH2:22][CH2:23][CH2:24]1, predict the reactants needed to synthesize it. The reactants are: [H-].[Na+].[F:3][C:4]1[CH:12]=[C:11]2[C:7]([C:8](=[O:14])[C:9](=[O:13])[NH:10]2)=[CH:6][CH:5]=1.[CH3:15][O:16][C:17](=[O:26])[CH:18](Br)[CH2:19][CH:20]1[CH2:24][CH2:23][CH2:22][CH2:21]1. (6) Given the product [NH:8]1[C:3]2[CH:4]=[CH:5][CH:6]=[CH:7][C:2]=2[N:1]=[C:9]1[C@H:11]1[CH2:16][C@H:15]([NH:17][C:18]([NH:20][C:21]2[CH:22]=[N:23][C:24]([C:27]([F:30])([F:29])[F:28])=[CH:25][CH:26]=2)=[O:19])[CH2:14][CH2:13][N:12]1[CH3:31], predict the reactants needed to synthesize it. The reactants are: [NH2:1][C:2]1[CH:7]=[CH:6][CH:5]=[CH:4][C:3]=1[NH:8][C:9]([C@H:11]1[CH2:16][C@H:15]([NH:17][C:18]([NH:20][C:21]2[CH:22]=[N:23][C:24]([C:27]([F:30])([F:29])[F:28])=[CH:25][CH:26]=2)=[O:19])[CH2:14][CH2:13][N:12]1[C:31](OC(C)(C)C)=O)=O.C=O.C([BH3-])#N.[Na+].C1COCC1. (7) Given the product [CH2:1]([O:8][C:9]([N:11]1[CH2:15][CH2:14][CH2:13][C@@H:12]1[CH2:16][O:17][Si:23]([C:26]([CH3:29])([CH3:28])[CH3:27])([CH3:25])[CH3:24])=[O:10])[C:2]1[CH:7]=[CH:6][CH:5]=[CH:4][CH:3]=1, predict the reactants needed to synthesize it. The reactants are: [CH2:1]([O:8][C:9]([N:11]1[CH2:15][CH2:14][CH2:13][C@@H:12]1[CH2:16][OH:17])=[O:10])[C:2]1[CH:7]=[CH:6][CH:5]=[CH:4][CH:3]=1.N1C=CN=C1.[Si:23](Cl)([C:26]([CH3:29])([CH3:28])[CH3:27])([CH3:25])[CH3:24]. (8) Given the product [O:43]([C:40]1[CH:41]=[CH:42][C:37]([S:34]([N:33]2[CH2:30][CH2:29]2)(=[O:36])=[O:35])=[CH:38][CH:39]=1)[C:44]1[CH:49]=[CH:48][CH:47]=[CH:46][CH:45]=1, predict the reactants needed to synthesize it. The reactants are: C1C=CC(P(C2C=CC=CC=2)C2C=CC=CC=2)=CC=1.C(N1C[C@@H:30](O)[C@H:29]([NH:33][S:34]([C:37]2[CH:42]=[CH:41][C:40]([O:43][C:44]3[CH:49]=[CH:48][CH:47]=[CH:46][CH:45]=3)=[CH:39][CH:38]=2)(=[O:36])=[O:35])C1)(OC(C)(C)C)=O.N(C(OCC)=O)=NC(OCC)=O.